This data is from Full USPTO retrosynthesis dataset with 1.9M reactions from patents (1976-2016). The task is: Predict the reactants needed to synthesize the given product. (1) Given the product [F:1][C:2]1[CH:3]=[CH:4][C:5]([C:8]2[C:20]([CH:21]([OH:22])[C:23]#[CH:24])=[C:11]3[CH:12]=[CH:13][C:14]([C:16]([F:19])([F:18])[F:17])=[CH:15][N:10]3[N:9]=2)=[CH:6][CH:7]=1, predict the reactants needed to synthesize it. The reactants are: [F:1][C:2]1[CH:7]=[CH:6][C:5]([C:8]2[C:20]([CH:21]=[O:22])=[C:11]3[CH:12]=[CH:13][C:14]([C:16]([F:19])([F:18])[F:17])=[CH:15][N:10]3[N:9]=2)=[CH:4][CH:3]=1.[C:23]([Mg]Br)#[CH:24].O.Cl. (2) Given the product [C:36]([Si:33]([O:32][CH2:31][C@H:13]1[CH2:12][C@@H:11]([O:10][Si:3]([C:6]([CH3:9])([CH3:8])[CH3:7])([CH3:5])[CH3:4])[CH2:16][CH2:15][C@@:14]1([C@H:18]1[CH2:26][CH2:25][C@@:24]2([CH3:27])[C@@H:20]([CH2:21][CH2:22][C:23]2=[CH2:28])[C@@H:19]1[CH2:29][O:30][CH2:45][C:44]1[CH:47]=[C:48]([O:50][CH3:51])[CH:49]=[C:42]([O:41][CH3:40])[CH:43]=1)[CH3:17])([CH3:34])[CH3:35])([CH3:39])([CH3:38])[CH3:37], predict the reactants needed to synthesize it. The reactants are: [H-].[Na+].[Si:3]([O:10][C@H:11]1[CH2:16][CH2:15][C@@:14]([C@H:18]2[CH2:26][CH2:25][C@@:24]3([CH3:27])[C@@H:20]([CH2:21][CH2:22][C:23]3=[CH2:28])[C@@H:19]2[CH2:29][OH:30])([CH3:17])[C@@H:13]([CH2:31][O:32][Si:33]([C:36]([CH3:39])([CH3:38])[CH3:37])([CH3:35])[CH3:34])[CH2:12]1)([C:6]([CH3:9])([CH3:8])[CH3:7])([CH3:5])[CH3:4].[CH3:40][O:41][C:42]1[CH:43]=[C:44]([CH:47]=[C:48]([O:50][CH3:51])[CH:49]=1)[CH2:45]Br. (3) Given the product [CH3:1][C:2]1[CH:3]=[C:4]([CH:13]2[CH2:18][N:17]([C:31]([O:33][C:34]3[CH:35]=[CH:36][C:37]([N+:40]([O-:42])=[O:41])=[CH:38][CH:39]=3)=[O:32])[CH2:16][CH:15]([C:19]([O:21][CH3:22])=[O:20])[CH2:14]2)[CH:5]=[CH:6][C:7]=1[O:8][C:9]([F:10])([F:11])[F:12], predict the reactants needed to synthesize it. The reactants are: [CH3:1][C:2]1[CH:3]=[C:4]([CH:13]2[CH2:18][NH:17][CH2:16][CH:15]([C:19]([O:21][CH3:22])=[O:20])[CH2:14]2)[CH:5]=[CH:6][C:7]=1[O:8][C:9]([F:12])([F:11])[F:10].C(N(CC)CC)C.Cl[C:31]([O:33][C:34]1[CH:39]=[CH:38][C:37]([N+:40]([O-:42])=[O:41])=[CH:36][CH:35]=1)=[O:32]. (4) Given the product [Cl:1][C:2]1[CH:3]=[C:4]([C:16]2[N:17]=[CH:18][C:19]([C:22]3[C:23]([CH2:30][CH3:31])=[C:24]([CH:27]=[CH:28][CH:29]=3)[CH:25]=[O:26])=[CH:20][N:21]=2)[CH:5]=[CH:6][C:7]=1[O:8][CH:9]([CH3:11])[CH3:10], predict the reactants needed to synthesize it. The reactants are: [Cl:1][C:2]1[CH:3]=[C:4](B(O)O)[CH:5]=[CH:6][C:7]=1[O:8][CH:9]([CH3:11])[CH3:10].Cl[C:16]1[N:21]=[CH:20][C:19]([C:22]2[C:23]([CH2:30][CH3:31])=[C:24]([CH:27]=[CH:28][CH:29]=2)[CH:25]=[O:26])=[CH:18][N:17]=1.C(=O)([O-])[O-].[Cs+].[Cs+].